This data is from Catalyst prediction with 721,799 reactions and 888 catalyst types from USPTO. The task is: Predict which catalyst facilitates the given reaction. Reactant: C(OC([N:8]1[CH2:13][CH2:12][CH:11]([N:14]2[CH2:17][C:16]([F:19])([F:18])[CH2:15]2)[CH2:10][CH2:9]1)=O)(C)(C)C. Product: [F:19][C:16]1([F:18])[CH2:17][N:14]([CH:11]2[CH2:10][CH2:9][NH:8][CH2:13][CH2:12]2)[CH2:15]1. The catalyst class is: 157.